This data is from Forward reaction prediction with 1.9M reactions from USPTO patents (1976-2016). The task is: Predict the product of the given reaction. (1) Given the reactants [NH2:1][C:2](=[O:20])[CH2:3][CH2:4][NH:5][C:6](=[O:19])[C:7]1[CH:12]=[CH:11][C:10]([C@H:13]2[CH2:17][CH2:16][C:15](=O)[CH2:14]2)=[CH:9][CH:8]=1.Cl.[F:22][C:23]1[CH:28]=[CH:27][C:26]([C@H:29]([NH2:31])[CH3:30])=[CH:25][C:24]=1[O:32][CH3:33], predict the reaction product. The product is: [NH2:1][C:2](=[O:20])[CH2:3][CH2:4][NH:5][C:6](=[O:19])[C:7]1[CH:12]=[CH:11][C:10]([C@H:13]2[CH2:17][CH2:16][CH:15]([NH:31][C@@H:29]([C:26]3[CH:27]=[CH:28][C:23]([F:22])=[C:24]([O:32][CH3:33])[CH:25]=3)[CH3:30])[CH2:14]2)=[CH:9][CH:8]=1. (2) Given the reactants [C:1]([NH:8][C@H:9]([C:17]([OH:19])=O)[CH2:10][C:11]1[CH:16]=[CH:15][N:14]=[CH:13][CH:12]=1)([O:3][C:4]([CH3:7])([CH3:6])[CH3:5])=[O:2].CC[N:22]([CH:26]([CH3:28])C)[CH:23]([CH3:25])C.ClC(OCC(C)C)=O.N1CCCC1, predict the reaction product. The product is: [O:19]=[C:17]([N:22]1[CH2:23][CH2:25][CH2:28][CH2:26]1)[C@H:9]([NH:8][C:1](=[O:2])[O:3][C:4]([CH3:5])([CH3:6])[CH3:7])[CH2:10][C:11]1[CH:12]=[CH:13][N:14]=[CH:15][CH:16]=1. (3) Given the reactants [CH3:1][C:2]1[CH:6]=[C:5]([CH3:7])[NH:4][C:3]=1/[CH:8]=[C:9]1\[C:10](=[O:25])[N:11]([C:18](N2C=CN=C2)=[O:19])[C:12]2[C:17]\1=[CH:16][CH:15]=[CH:14][CH:13]=2.[C:26]([OH:30])(=[O:29])[CH2:27][OH:28].C(O)(C(F)(F)F)=O, predict the reaction product. The product is: [C:26]([CH2:27][O:28][C:18]([N:11]1[C:12]2[C:17](=[CH:16][CH:15]=[CH:14][CH:13]=2)/[C:9](=[CH:8]/[C:3]2[NH:4][C:5]([CH3:7])=[CH:6][C:2]=2[CH3:1])/[C:10]1=[O:25])=[O:19])([OH:30])=[O:29].